From a dataset of Buchwald-Hartwig C-N cross coupling reaction yields with 55,370 reactions. Predict the reaction yield, written as a fraction of the theoretical maximum amount of product (1.0 means a 100% yield; for example, 0.34 means a 34% yield). (1) The reactants are COc1ccc(Cl)cc1.Cc1ccc(N)cc1.O=S(=O)(O[Pd]1c2ccccc2-c2ccccc2N~1)C(F)(F)F.CC(C)c1cc(C(C)C)c(-c2ccccc2P(C(C)(C)C)C(C)(C)C)c(C(C)C)c1.CCN=P(N=P(N(C)C)(N(C)C)N(C)C)(N(C)C)N(C)C.c1ccc(CN(Cc2ccccc2)c2ccno2)cc1. No catalyst specified. The product is COc1ccc(Nc2ccc(C)cc2)cc1. The yield is 0.0192. (2) The reactants are COc1ccc(Cl)cc1.Cc1ccc(N)cc1.O=S(=O)(O[Pd]1c2ccccc2-c2ccccc2N~1)C(F)(F)F.CC(C)c1cc(C(C)C)c(-c2ccccc2P(C(C)(C)C)C(C)(C)C)c(C(C)C)c1.CCN=P(N=P(N(C)C)(N(C)C)N(C)C)(N(C)C)N(C)C.Cc1ccon1. No catalyst specified. The product is COc1ccc(Nc2ccc(C)cc2)cc1. The yield is 0.00399. (3) The product is COc1ccc(Nc2ccc(C)cc2)cc1. The yield is 0.340. No catalyst specified. The reactants are COc1ccc(I)cc1.Cc1ccc(N)cc1.O=S(=O)(O[Pd]1c2ccccc2-c2ccccc2N~1)C(F)(F)F.CC(C)c1cc(C(C)C)c(-c2ccccc2P(C(C)(C)C)C(C)(C)C)c(C(C)C)c1.CN1CCCN2CCCN=C12.c1ccc2oncc2c1. (4) The reactants are COc1ccc(I)cc1.Cc1ccc(N)cc1.O=S(=O)(O[Pd]1c2ccccc2-c2ccccc2N~1)C(F)(F)F.COc1ccc(OC)c(P(C(C)(C)C)C(C)(C)C)c1-c1c(C(C)C)cc(C(C)C)cc1C(C)C.CCN=P(N=P(N(C)C)(N(C)C)N(C)C)(N(C)C)N(C)C.CCOC(=O)c1cnoc1. No catalyst specified. The product is COc1ccc(Nc2ccc(C)cc2)cc1. The yield is 0.0629. (5) The product is Cc1ccc(Nc2ccc(C(F)(F)F)cc2)cc1. The yield is 0.0933. The reactants are FC(F)(F)c1ccc(Cl)cc1.Cc1ccc(N)cc1.O=S(=O)(O[Pd]1c2ccccc2-c2ccccc2N~1)C(F)(F)F.COc1ccc(OC)c(P([C@]23C[C@H]4C[C@H](C[C@H](C4)C2)C3)[C@]23C[C@H]4C[C@H](C[C@H](C4)C2)C3)c1-c1c(C(C)C)cc(C(C)C)cc1C(C)C.CN(C)C(=NC(C)(C)C)N(C)C.Cc1ccon1. No catalyst specified. (6) The reactants are Clc1cccnc1.Cc1ccc(N)cc1.O=S(=O)(O[Pd]1c2ccccc2-c2ccccc2N~1)C(F)(F)F.CC(C)c1cc(C(C)C)c(-c2ccccc2P(C2CCCCC2)C2CCCCC2)c(C(C)C)c1.CCN=P(N=P(N(C)C)(N(C)C)N(C)C)(N(C)C)N(C)C.CCOC(=O)c1cnoc1. No catalyst specified. The product is Cc1ccc(Nc2cccnc2)cc1. The yield is 0. (7) The reactants are COc1ccc(Cl)cc1.Cc1ccc(N)cc1.O=S(=O)(O[Pd]1c2ccccc2-c2ccccc2N~1)C(F)(F)F.COc1ccc(OC)c(P(C(C)(C)C)C(C)(C)C)c1-c1c(C(C)C)cc(C(C)C)cc1C(C)C.CN1CCCN2CCCN=C12.c1ccc(CN(Cc2ccccc2)c2ccon2)cc1. No catalyst specified. The product is COc1ccc(Nc2ccc(C)cc2)cc1. The yield is 0.420.